From a dataset of Forward reaction prediction with 1.9M reactions from USPTO patents (1976-2016). Predict the product of the given reaction. Given the reactants [Cl:1][C:2]1[CH:10]=[CH:9][C:5]([C:6]([OH:8])=O)=[CH:4][N:3]=1.C(N(CC)CC)C.[CH3:18][O:19][C:20]([C:22]1[S:26][C:25]2[C:27]([NH2:31])=[CH:28][CH:29]=[CH:30][C:24]=2[CH:23]=1)=[O:21], predict the reaction product. The product is: [CH3:18][O:19][C:20]([C:22]1[S:26][C:25]2[C:27]([NH:31][C:6]([C:5]3[CH:4]=[N:3][C:2]([Cl:1])=[CH:10][CH:9]=3)=[O:8])=[CH:28][CH:29]=[CH:30][C:24]=2[CH:23]=1)=[O:21].